This data is from Full USPTO retrosynthesis dataset with 1.9M reactions from patents (1976-2016). The task is: Predict the reactants needed to synthesize the given product. (1) Given the product [CH3:3][CH:2]([N:4]1[C:12](/[CH:13]=[CH:14]/[CH:15]([OH:23])[CH2:16][CH:17]([OH:22])[CH2:18][C:19]([O-:21])=[O:20])=[C:11]([C:24]2[CH:29]=[CH:28][C:27]([F:30])=[CH:26][CH:25]=2)[C:10]2[CH:9]=[CH:8][CH:7]=[CH:6][C:5]1=2)[CH3:1].[Na+:32], predict the reactants needed to synthesize it. The reactants are: [CH3:1][CH:2]([N:4]1[C:12](/[CH:13]=[CH:14]/[CH:15]([OH:23])[CH2:16][CH:17]([OH:22])[CH2:18][C:19]([OH:21])=[O:20])=[C:11]([C:24]2[CH:25]=[CH:26][C:27]([F:30])=[CH:28][CH:29]=2)[C:10]2[CH:9]=[CH:8][CH:7]=[CH:6][C:5]1=2)[CH3:3].[OH-].[Na+:32]. (2) Given the product [Cl:1][C:2]1[CH:11]=[C:10]([N:28]2[CH2:29][CH2:30][N:25]([CH3:24])[CH2:26][CH2:27]2)[CH:9]=[C:8]2[C:3]=1[C:4](=[O:23])[C:5]([C:15]1[CH:20]=[CH:19][C:18]([O:21][CH3:22])=[CH:17][CH:16]=1)([CH3:14])[C:6](=[O:13])[NH:7]2, predict the reactants needed to synthesize it. The reactants are: [Cl:1][C:2]1[CH:11]=[C:10](Cl)[CH:9]=[C:8]2[C:3]=1[C:4](=[O:23])[C:5]([C:15]1[CH:20]=[CH:19][C:18]([O:21][CH3:22])=[CH:17][CH:16]=1)([CH3:14])[C:6](=[O:13])[NH:7]2.[CH3:24][N:25]1[CH2:30][CH2:29][NH:28][CH2:27][CH2:26]1.